This data is from Peptide-MHC class I binding affinity with 185,985 pairs from IEDB/IMGT. The task is: Regression. Given a peptide amino acid sequence and an MHC pseudo amino acid sequence, predict their binding affinity value. This is MHC class I binding data. (1) The peptide sequence is VLMMRTTWA. The MHC is HLA-A02:17 with pseudo-sequence HLA-A02:17. The binding affinity (normalized) is 0.110. (2) The peptide sequence is PDVAVLTSML. The MHC is Patr-B2401 with pseudo-sequence Patr-B2401. The binding affinity (normalized) is 0.